This data is from Catalyst prediction with 721,799 reactions and 888 catalyst types from USPTO. The task is: Predict which catalyst facilitates the given reaction. (1) Reactant: C[O:2][C:3](=[O:22])[C:4]1[CH:9]=[CH:8][C:7]([O:10][CH2:11][C:12]2[N:16]([CH3:17])[C:15]3[CH:18]=[CH:19][CH:20]=[CH:21][C:14]=3[N:13]=2)=[CH:6][CH:5]=1.[OH-].[Na+].Cl. Product: [CH3:17][N:16]1[C:15]2[CH:18]=[CH:19][CH:20]=[CH:21][C:14]=2[N:13]=[C:12]1[CH2:11][O:10][C:7]1[CH:8]=[CH:9][C:4]([C:3]([OH:22])=[O:2])=[CH:5][CH:6]=1. The catalyst class is: 83. (2) Reactant: [F:1][C:2]([F:33])([F:32])[C:3]1[CH:4]=[C:5]([CH:29]=[CH:30][CH:31]=1)[CH2:6][NH:7][C:8](=[O:28])[C:9]1[CH:14]=[CH:13][N:12]=[C:11]([C:15]2[CH:20]=[C:19]([N:21]3[CH2:26][CH2:25][CH2:24][CH2:23][CH2:22]3)[CH:18]=[CH:17][C:16]=2[NH2:27])[CH:10]=1.[OH:34][C:35]1[CH:36]=[C:37]([CH:41]=[CH:42][CH:43]=1)[C:38](O)=[O:39].C(N(C(C)C)CC)(C)C.CN(C(ON1N=NC2C=CC=NC1=2)=[N+](C)C)C.F[P-](F)(F)(F)(F)F. Product: [OH:34][C:35]1[CH:36]=[C:37]([CH:41]=[CH:42][CH:43]=1)[C:38]([NH:27][C:16]1[CH:17]=[CH:18][C:19]([N:21]2[CH2:26][CH2:25][CH2:24][CH2:23][CH2:22]2)=[CH:20][C:15]=1[C:11]1[CH:10]=[C:9]([CH:14]=[CH:13][N:12]=1)[C:8]([NH:7][CH2:6][C:5]1[CH:29]=[CH:30][CH:31]=[C:3]([C:2]([F:1])([F:32])[F:33])[CH:4]=1)=[O:28])=[O:39]. The catalyst class is: 3. (3) Product: [NH2:1][C:2]1[N:10]=[C:9]([O:11][CH2:12][CH2:13][CH2:14][CH3:15])[N:8]=[C:7]2[C:3]=1[NH:4][C:5](=[O:20])[N:6]2[CH2:16][CH2:17][CH2:18][N:25]1[C:21](=[O:27])[CH2:22][CH2:23][C:24]1=[O:26]. Reactant: [NH2:1][C:2]1[N:10]=[C:9]([O:11][CH2:12][CH2:13][CH2:14][CH3:15])[N:8]=[C:7]2[C:3]=1[NH:4][C:5](=[O:20])[N:6]2[CH2:16][CH2:17][CH2:18]Cl.[C:21]1(=[O:27])[NH:25][C:24](=[O:26])[CH2:23][CH2:22]1.C(=O)([O-])[O-].[K+].[K+]. The catalyst class is: 16. (4) Reactant: [O:1]=[S:2]1(=[O:51])[CH2:7][CH2:6][N:5]([CH2:8][C:9]([NH:11][C@:12]23[CH2:47][CH2:46][C@@H:45]([CH:48]([CH3:50])[CH3:49])[C@@H:13]2[C@@H:14]2[C@@:27]([CH3:30])([CH2:28][CH2:29]3)[C@@:26]3([CH3:31])[C@@H:17]([C@:18]4([CH3:44])[C@@H:23]([CH2:24][CH2:25]3)[C:22]([CH3:33])([CH3:32])[C:21]([C:34]3[CH:43]=[CH:42][C:37]([C:38]([O:40]C)=[O:39])=[CH:36][CH:35]=3)=[CH:20][CH2:19]4)[CH2:16][CH2:15]2)=[O:10])[CH2:4][CH2:3]1.[C:52]([OH:58])([C:54]([F:57])([F:56])[F:55])=[O:53].O.[OH-].[Li+]. Product: [O:51]=[S:2]1(=[O:1])[CH2:7][CH2:6][N:5]([CH2:8][C:9]([NH:11][C@:12]23[CH2:47][CH2:46][C@@H:45]([CH:48]([CH3:49])[CH3:50])[C@@H:13]2[C@@H:14]2[C@@:27]([CH3:30])([CH2:28][CH2:29]3)[C@@:26]3([CH3:31])[C@@H:17]([C@:18]4([CH3:44])[C@@H:23]([CH2:24][CH2:25]3)[C:22]([CH3:33])([CH3:32])[C:21]([C:34]3[CH:43]=[CH:42][C:37]([C:38]([OH:40])=[O:39])=[CH:36][CH:35]=3)=[CH:20][CH2:19]4)[CH2:16][CH2:15]2)=[O:10])[CH2:4][CH2:3]1.[C:52]([OH:58])([C:54]([F:57])([F:56])[F:55])=[O:53]. The catalyst class is: 20. (5) Reactant: [F:1][C:2]1[CH:7]=[CH:6][C:5]([F:8])=[CH:4][C:3]=1[C:9]1[CH2:13][N:12]([C:14]([NH:16][CH:17]2[CH2:22][CH2:21][N:20](C(OC(C)(C)C)=O)[CH2:19][CH2:18]2)=[O:15])[C@H:11]([C:30]2[CH:35]=[CH:34][CH:33]=[CH:32][CH:31]=2)[CH:10]=1.[H-].[Na+].[CH3:38]I. Product: [F:1][C:2]1[CH:7]=[CH:6][C:5]([F:8])=[CH:4][C:3]=1[C:9]1[CH2:13][N:12]([C:14]([N:16]([CH3:38])[CH:17]2[CH2:18][CH2:19][NH:20][CH2:21][CH2:22]2)=[O:15])[C@H:11]([C:30]2[CH:31]=[CH:32][CH:33]=[CH:34][CH:35]=2)[CH:10]=1. The catalyst class is: 31. (6) Reactant: CN1C=C(CN(C)C(C2N(C3C=CC(F)=CC=3)C(S)=NC=2)=O)C(C)=N1.[F:26][C:27]1[CH:32]=[CH:31][C:30]([N:33]2[C:37]([C:38]([O:40]CC)=[O:39])=[CH:36][N:35]=[C:34]2[CH2:43][CH2:44][C:45]2[CH:50]=[CH:49][CH:48]=[CH:47][C:46]=2[C:51]([F:54])([F:53])[F:52])=[CH:29][CH:28]=1.[OH-].[Li+].C1COCC1. Product: [F:26][C:27]1[CH:32]=[CH:31][C:30]([N:33]2[C:37]([C:38]([OH:40])=[O:39])=[CH:36][N:35]=[C:34]2[CH2:43][CH2:44][C:45]2[CH:50]=[CH:49][CH:48]=[CH:47][C:46]=2[C:51]([F:53])([F:52])[F:54])=[CH:29][CH:28]=1. The catalyst class is: 72. (7) Reactant: [CH:1]1([CH2:7][C:8]2([CH3:40])[C:17]3[C:12](=[CH:13][CH:14]=[CH:15][CH:16]=3)[C:11]([OH:18])=[C:10]([C:19]3[NH:24][C:23]4[CH:25]=[CH:26][C:27]([NH:29]C(=O)OC(C)(C)C)=[CH:28][C:22]=4[S:21](=[O:38])(=[O:37])[N:20]=3)[C:9]2=[O:39])[CH2:6][CH2:5][CH2:4][CH2:3][CH2:2]1.[ClH:41]. Product: [ClH:41].[NH2:29][C:27]1[CH:26]=[CH:25][C:23]2[NH:24][C:19]([C:10]3[C:9](=[O:39])[C:8]([CH2:7][CH:1]4[CH2:6][CH2:5][CH2:4][CH2:3][CH2:2]4)([CH3:40])[C:17]4[C:12]([C:11]=3[OH:18])=[CH:13][CH:14]=[CH:15][CH:16]=4)=[N:20][S:21](=[O:38])(=[O:37])[C:22]=2[CH:28]=1. The catalyst class is: 12.